From a dataset of Full USPTO retrosynthesis dataset with 1.9M reactions from patents (1976-2016). Predict the reactants needed to synthesize the given product. (1) Given the product [NH2:26][C:5]1[CH:6]=[C:7]2[C:12](=[CH:13][C:4]=1[NH2:1])[N:11]=[CH:10][C:9]([C:14]#[N:15])=[C:8]2[NH:16][C:17]1[CH:22]=[C:21]([O:23][CH3:24])[CH:20]=[CH:19][C:18]=1[CH3:25], predict the reactants needed to synthesize it. The reactants are: [N:1]([C:4]1[CH:13]=[C:12]2[C:7]([C:8]([NH:16][C:17]3[CH:22]=[C:21]([O:23][CH3:24])[CH:20]=[CH:19][C:18]=3[CH3:25])=[C:9]([C:14]#[N:15])[CH:10]=[N:11]2)=[CH:6][C:5]=1[N+:26]([O-])=O)=[N+]=[N-].[H][H]. (2) Given the product [Br:1][C:2]1[C:3]([CH3:8])=[N:4][N:5]([CH2:16][O:17][CH2:18][CH2:19][Si:20]([CH3:23])([CH3:22])[CH3:21])[C:6]=1[CH3:7], predict the reactants needed to synthesize it. The reactants are: [Br:1][C:2]1[C:3]([CH3:8])=[N:4][NH:5][C:6]=1[CH3:7].C([O-])([O-])=O.[Cs+].[Cs+].Cl[CH2:16][O:17][CH2:18][CH2:19][Si:20]([CH3:23])([CH3:22])[CH3:21]. (3) Given the product [N+:23]([C:26]([CH3:27])=[CH:14][C:11]1[CH:10]=[CH:9][C:8]([N:5]2[CH:6]=[CH:7][C:3]([C:2]([F:17])([F:16])[F:1])=[N:4]2)=[N:13][CH:12]=1)([O-:25])=[O:24], predict the reactants needed to synthesize it. The reactants are: [F:1][C:2]([F:17])([F:16])[C:3]1[CH:7]=[CH:6][N:5]([C:8]2[N:13]=[CH:12][C:11]([CH:14]=O)=[CH:10][CH:9]=2)[N:4]=1.C([O-])(=O)C.[NH4+].[N+:23]([CH2:26][CH3:27])([O-:25])=[O:24]. (4) Given the product [F:1][C:2]1[CH:3]=[C:4]([NH:5][S:18]([C:14]2[CH:13]=[C:12]3[C:17](=[CH:16][CH:15]=2)[NH:9][N:10]=[CH:11]3)(=[O:20])=[O:19])[CH:6]=[CH:7][CH:8]=1, predict the reactants needed to synthesize it. The reactants are: [F:1][C:2]1[CH:3]=[C:4]([CH:6]=[CH:7][CH:8]=1)[NH2:5].[NH:9]1[C:17]2[C:12](=[CH:13][C:14]([S:18](Cl)(=[O:20])=[O:19])=[CH:15][CH:16]=2)[CH:11]=[N:10]1.C(OCC)(=O)C.O. (5) Given the product [Cl:25][C:26]1[CH:27]=[CH:28][C:29]([N:32]2[C:36]([CH:37]([CH3:38])[CH3:39])=[C:35]([NH:40][C:14](=[O:16])[CH:13]([N:3]3[C:4]([CH:11]=[CH2:12])=[C:5]([C:7]([F:8])([F:9])[F:10])[N:6]=[C:2]3[CH3:1])[CH2:17][CH:18]=[CH2:19])[CH:34]=[N:33]2)=[CH:30][CH:31]=1, predict the reactants needed to synthesize it. The reactants are: [CH3:1][C:2]1[N:3]([CH:13]([CH2:17][CH:18]=[CH2:19])[C:14]([OH:16])=O)[C:4]([CH:11]=[CH2:12])=[C:5]([C:7]([F:10])([F:9])[F:8])[N:6]=1.CN(C=O)C.[Cl:25][C:26]1[CH:31]=[CH:30][C:29]([N:32]2[C:36]([CH:37]([CH3:39])[CH3:38])=[C:35]([NH2:40])[CH:34]=[N:33]2)=[CH:28][CH:27]=1.CN(C(ON1N=NC2C=CC=NC1=2)=[N+](C)C)C.F[P-](F)(F)(F)(F)F. (6) Given the product [CH3:29][O:28][CH2:27][CH2:26][N:24]([CH3:25])[S:21]([C:17]1[CH:18]=[C:19]2[C:14](=[CH:15][CH:16]=1)[NH:13][C:12]([C:3]1[C:2](=[O:32])[NH:11][C:10]3[C:5](=[CH:6][CH:7]=[CH:8][CH:9]=3)[N:4]=1)=[CH:20]2)(=[O:23])=[O:22], predict the reactants needed to synthesize it. The reactants are: Cl[C:2]1[C:3]([C:12]2[NH:13][C:14]3[C:19]([CH:20]=2)=[CH:18][C:17]([S:21]([N:24]([CH2:26][CH2:27][O:28][CH3:29])[CH3:25])(=[O:23])=[O:22])=[CH:16][CH:15]=3)=[N:4][C:5]2[C:10]([N:11]=1)=[CH:9][CH:8]=[CH:7][CH:6]=2.CC(O)=[O:32].